Dataset: Catalyst prediction with 721,799 reactions and 888 catalyst types from USPTO. Task: Predict which catalyst facilitates the given reaction. Reactant: F[C:2](F)(F)[C:3]([OH:5])=O.COC1C=[CH:36][C:13]([CH2:14][N:15]2[CH:19]=[C:18]([C:20]3[CH:21]=[C:22]4[N:27]([C:28]5[CH:29]=[C:30]([CH:32]=[CH:33][C:34]=5[CH3:35])[NH2:31])[CH:26]=[CH:25][N:23]4[N:24]=3)[CH:17]=[N:16]2)=[CH:12][CH:11]=1.F[C:39](F)(F)C(O)=O.[CH3:45][N:46]1[CH2:51][CH2:50][N:49]([C:52]2[CH:53]=[C:54]([CH:58]=[C:59]([S:61]([F:66])([F:65])([F:64])([F:63])[F:62])[CH:60]=2)[C:55]([OH:57])=O)[CH2:48][CH2:47]1.CN(C(ON1N=NC2C=CC=NC1=2)=[N+](C)C)C.F[P-](F)(F)(F)(F)F.C(N(CC)C(C)C)(C)C.[OH-].[Na+]. Product: [CH3:39][O:5][C:3]1[CH:2]=[CH:36][C:13]([CH2:14][N:15]2[CH:19]=[C:18]([C:20]3[CH:21]=[C:22]4[N:27]([C:28]5[CH:29]=[C:30]([NH:31][C:55](=[O:57])[C:54]6[CH:58]=[C:59]([S:61]([F:65])([F:63])([F:64])([F:66])[F:62])[CH:60]=[C:52]([N:49]7[CH2:50][CH2:51][N:46]([CH3:45])[CH2:47][CH2:48]7)[CH:53]=6)[CH:32]=[CH:33][C:34]=5[CH3:35])[CH:26]=[CH:25][N:23]4[N:24]=3)[CH:17]=[N:16]2)=[CH:12][CH:11]=1. The catalyst class is: 3.